This data is from Peptide-MHC class II binding affinity with 134,281 pairs from IEDB. The task is: Regression. Given a peptide amino acid sequence and an MHC pseudo amino acid sequence, predict their binding affinity value. This is MHC class II binding data. (1) The peptide sequence is ADVILPIGTRSVETD. The MHC is HLA-DQA10201-DQB10402 with pseudo-sequence HLA-DQA10201-DQB10402. The binding affinity (normalized) is 0.518. (2) The binding affinity (normalized) is 0.790. The peptide sequence is AFKVAATAANAAPEN. The MHC is HLA-DPA10103-DPB10301 with pseudo-sequence HLA-DPA10103-DPB10301. (3) The peptide sequence is ASAAIFGHDGTVWAQ. The MHC is DRB1_0101 with pseudo-sequence DRB1_0101. The binding affinity (normalized) is 0.377.